From a dataset of Reaction yield outcomes from USPTO patents with 853,638 reactions. Predict the reaction yield, written as a fraction of the theoretical maximum amount of product (1.0 means a 100% yield; for example, 0.34 means a 34% yield). (1) The reactants are [Br:1][C:2]1[CH:10]=[C:9]2[C:5]([CH2:6][C:7](=[O:11])[NH:8]2)=[CH:4][C:3]=1[C:12]([OH:14])=O.CN.Cl.[CH3:18][N:19](C)CCCN=C=NCC.CN(C1C=CC=CN=1)C.Cl. The catalyst is CN(C)C=O.O1CCCC1. The product is [CH3:18][NH:19][C:12]([C:3]1[CH:4]=[C:5]2[C:9](=[CH:10][C:2]=1[Br:1])[NH:8][C:7](=[O:11])[CH2:6]2)=[O:14]. The yield is 0.260. (2) The reactants are C([O:4][CH2:5][C:6]1[C:11](B2OC(C)(C)C(C)(C)O2)=[CH:10][CH:9]=[CH:8][C:7]=1[N:21]1[N:30]=[CH:29][C:28]2[C:23](=[C:24]([F:35])[CH:25]=[C:26]([C:31]([CH3:34])([CH3:33])[CH3:32])[CH:27]=2)[C:22]1=[O:36])(=O)C.Cl[C:38]1[CH:39]=[C:40]([NH:46][C:47]2[CH:51]=[CH:50][N:49]([CH2:52][C:53]([OH:56])([CH3:55])[CH3:54])[N:48]=2)[C:41](=[O:45])[N:42]([CH3:44])[N:43]=1.P([O-])([O-])([O-])=O.[K+].[K+].[K+].C1(P(C2CCCCC2)C2C=CC=CC=2C2C(C(C)C)=CC(C(C)C)=CC=2C(C)C)CCCCC1.[Cl-].[NH4+]. The catalyst is C(O)CCC.O. The product is [C:31]([C:26]1[CH:27]=[C:28]2[C:23](=[C:24]([F:35])[CH:25]=1)[C:22](=[O:36])[N:21]([C:7]1[CH:8]=[CH:9][CH:10]=[C:11]([C:38]3[CH:39]=[C:40]([NH:46][C:47]4[CH:51]=[CH:50][N:49]([CH2:52][C:53]([OH:56])([CH3:54])[CH3:55])[N:48]=4)[C:41](=[O:45])[N:42]([CH3:44])[N:43]=3)[C:6]=1[CH2:5][OH:4])[N:30]=[CH:29]2)([CH3:32])([CH3:33])[CH3:34]. The yield is 0.600. (3) The reactants are [Br:1][C:2]1[C:10]([C:11]([F:14])([F:13])[F:12])=[CH:9][CH:8]=[CH:7][C:3]=1[C:4]([OH:6])=O.[CH3:15]N1CCOCC1.[Cl-].COC1N=C(OC)N=C([N+]2(C)CCOCC2)N=1.C[Mg]Br.O1CCCC1.Cl. The catalyst is C(#N)C. The product is [Br:1][C:2]1[C:10]([C:11]([F:14])([F:13])[F:12])=[CH:9][CH:8]=[CH:7][C:3]=1[C:4](=[O:6])[CH3:15]. The yield is 0.440. (4) The reactants are [OH:1][C:2]1[CH:3]=[CH:4][C:5]([O:8][CH3:9])=[N:6][CH:7]=1.Cl[C:11]1[CH:16]=[CH:15][C:14]([C:17]([F:20])([F:19])[F:18])=[CH:13][N:12]=1.[OH-].[K+].O. The catalyst is CS(C)=O. The product is [CH3:9][O:8][C:5]1[CH:4]=[CH:3][C:2]([O:1][C:11]2[CH:16]=[CH:15][C:14]([C:17]([F:20])([F:19])[F:18])=[CH:13][N:12]=2)=[CH:7][N:6]=1. The yield is 0.950. (5) The reactants are Cl[C:2]1[C:7]([C@@H:8]2[CH2:10][C@H:9]2[NH:11][C:12](=[O:18])[O:13][C:14]([CH3:17])([CH3:16])[CH3:15])=[CH:6][CH:5]=[C:4]([C:19]2[CH:24]=[CH:23][CH:22]=[C:21]([C:25]([F:28])([F:27])[F:26])[CH:20]=2)[N:3]=1.[Cl:29][C:30]1[CH:35]=[CH:34][C:33](B(O)O)=[CH:32][CH:31]=1.C([O-])([O-])=O.[K+].[K+]. The catalyst is C(#N)C.O. The product is [Cl:29][C:30]1[CH:35]=[CH:34][C:33]([C:2]2[C:7]([C@@H:8]3[CH2:10][C@H:9]3[NH:11][C:12](=[O:18])[O:13][C:14]([CH3:17])([CH3:15])[CH3:16])=[CH:6][CH:5]=[C:4]([C:19]3[CH:24]=[CH:23][CH:22]=[C:21]([C:25]([F:28])([F:27])[F:26])[CH:20]=3)[N:3]=2)=[CH:32][CH:31]=1. The yield is 0.790. (6) The product is [CH2:12]([NH:1][CH2:2][CH2:3][NH:4][C:5](=[O:11])[O:6][C:7]([CH3:8])([CH3:10])[CH3:9])[C:13]1[CH:18]=[CH:17][CH:16]=[CH:15][CH:14]=1. No catalyst specified. The reactants are [NH2:1][CH2:2][CH2:3][NH:4][C:5](=[O:11])[O:6][C:7]([CH3:10])([CH3:9])[CH3:8].[CH:12](=O)[C:13]1[CH:18]=[CH:17][CH:16]=[CH:15][CH:14]=1.[O-]S([O-])(=O)=O.[Mg+2].CCN(CC)CC. The yield is 0.230. (7) The reactants are [Cl:1][C:2]1[N:7]=[CH:6][N:5]=[C:4]([NH:8][C:9](=[O:17])OC2C=CC=CC=2)[CH:3]=1.[NH2:18][C:19]1[C:20]([F:33])=[C:21]([NH:26][S:27]([CH2:30][CH2:31][CH3:32])(=[O:29])=[O:28])[CH:22]=[CH:23][C:24]=1[F:25].ClCCCl. No catalyst specified. The product is [Cl:1][C:2]1[N:7]=[CH:6][N:5]=[C:4]([NH:8][C:9](=[O:17])[NH:18][C:19]2[C:20]([F:33])=[C:21]([NH:26][S:27]([CH2:30][CH2:31][CH3:32])(=[O:29])=[O:28])[CH:22]=[CH:23][C:24]=2[F:25])[CH:3]=1. The yield is 0.750.